From a dataset of Full USPTO retrosynthesis dataset with 1.9M reactions from patents (1976-2016). Predict the reactants needed to synthesize the given product. (1) Given the product [C:1]1([CH2:13][C@H:14]2[C@H:18]([C:19]3[C:27]4[C:22](=[CH:23][CH:24]=[CH:25][CH:26]=4)[NH:21][CH:20]=3)[C:17](=[O:28])[NH:16][C:15]2=[O:29])[C:11]2=[C:12]3[C:7](=[CH:8][CH:9]=[CH:10]2)[CH2:6][CH2:5][CH2:4][N:3]3[CH:2]=1, predict the reactants needed to synthesize it. The reactants are: [C:1]1([CH2:13][C:14]2[C:15](=[O:29])[NH:16][C:17](=[O:28])[C:18]=2[C:19]2[C:27]3[C:22](=[CH:23][CH:24]=[CH:25][CH:26]=3)[NH:21][CH:20]=2)[C:11]2=[C:12]3[C:7](=[CH:8][CH:9]=[CH:10]2)[CH2:6][CH2:5][CH2:4][N:3]3[CH:2]=1.[Mg]. (2) Given the product [Cl:1][C:2]1[CH:3]=[C:4]([CH:8]=[C:9]([C:13]#[N:14])[C:10]=1[O:11][CH3:12])[C:5]([Cl:24])=[O:6], predict the reactants needed to synthesize it. The reactants are: [Cl:1][C:2]1[CH:3]=[C:4]([CH:8]=[C:9]([C:13]#[N:14])[C:10]=1[O:11][CH3:12])[C:5](O)=[O:6].C1(C)C=CC=CC=1.S(Cl)([Cl:24])=O. (3) The reactants are: [CH2:1]([O:8][C:9]1[CH:18]=[CH:17][CH:16]=[C:15]2[C:10]=1[CH2:11][CH2:12][CH2:13][CH:14]2[C:19]([NH:21][C:22]1[CH:27]=[CH:26][C:25]([CH:28]([CH3:30])[CH3:29])=[CH:24][CH:23]=1)=[O:20])[C:2]1[CH:7]=[CH:6][CH:5]=[CH:4][CH:3]=1.C(OC([N:38]1[CH:42]=[C:41]([CH2:43]O)[CH:40]=[N:39]1)=O)(C)(C)C. Given the product [CH2:1]([O:8][C:9]1[CH:18]=[CH:17][CH:16]=[C:15]2[C:10]=1[CH2:11][CH2:12][CH2:13][CH:14]2[C:19]([N:21]([C:22]1[CH:23]=[CH:24][C:25]([CH:28]([CH3:30])[CH3:29])=[CH:26][CH:27]=1)[CH2:43][C:41]1[CH:42]=[N:38][NH:39][CH:40]=1)=[O:20])[C:2]1[CH:3]=[CH:4][CH:5]=[CH:6][CH:7]=1, predict the reactants needed to synthesize it.